From a dataset of Forward reaction prediction with 1.9M reactions from USPTO patents (1976-2016). Predict the product of the given reaction. (1) Given the reactants [CH3:1][N:2]1[C:7]2[N:8]([C:20]3[CH:25]=[CH:24][CH:23]=[CH:22][CH:21]=3)[C:9](=[O:19])[N:10]([C:13]3[CH:18]=[CH:17][CH:16]=[CH:15][CH:14]=3)[C:11](=[O:12])[C:6]=2[C:5](SC)=[N:4][C:3]1=[O:28].C1(C)C=CC=CC=1.[Cl:36][C:37]1[CH:43]=[CH:42][C:40]([NH2:41])=[CH:39][CH:38]=1, predict the reaction product. The product is: [Cl:36][C:37]1[CH:43]=[CH:42][C:40]([NH:41][C:5]2[C:6]3[C:11](=[O:12])[N:10]([C:13]4[CH:18]=[CH:17][CH:16]=[CH:15][CH:14]=4)[C:9](=[O:19])[N:8]([C:20]4[CH:25]=[CH:24][CH:23]=[CH:22][CH:21]=4)[C:7]=3[N:2]([CH3:1])[C:3](=[O:28])[N:4]=2)=[CH:39][CH:38]=1. (2) Given the reactants [CH3:1][C:2]1[CH:7]=[C:6]([NH2:8])[CH:5]=[CH:4][N:3]=1.[Li]C(C)(C)C.[Si:14]([O:21][CH2:22][C@@H:23]([N:32]1[CH:37]=[CH:36][C:35]([C:38]2[CH:43]=[CH:42][N:41]=[C:40](S(C)(=O)=O)[N:39]=2)=[CH:34][C:33]1=[O:48])[C:24]1[CH:29]=[CH:28][C:27]([Cl:30])=[C:26]([F:31])[CH:25]=1)([C:17]([CH3:20])([CH3:19])[CH3:18])([CH3:16])[CH3:15].O, predict the reaction product. The product is: [Si:14]([O:21][CH2:22][C@@H:23]([N:32]1[CH:37]=[CH:36][C:35]([C:38]2[CH:43]=[CH:42][N:41]=[C:40]([NH:8][C:6]3[CH:5]=[CH:4][N:3]=[C:2]([CH3:1])[CH:7]=3)[N:39]=2)=[CH:34][C:33]1=[O:48])[C:24]1[CH:29]=[CH:28][C:27]([Cl:30])=[C:26]([F:31])[CH:25]=1)([C:17]([CH3:20])([CH3:18])[CH3:19])([CH3:16])[CH3:15].